This data is from NCI-60 drug combinations with 297,098 pairs across 59 cell lines. The task is: Regression. Given two drug SMILES strings and cell line genomic features, predict the synergy score measuring deviation from expected non-interaction effect. Synergy scores: CSS=16.9, Synergy_ZIP=-1.47, Synergy_Bliss=-0.0755, Synergy_Loewe=-2.09, Synergy_HSA=-0.266. Drug 2: CS(=O)(=O)CCNCC1=CC=C(O1)C2=CC3=C(C=C2)N=CN=C3NC4=CC(=C(C=C4)OCC5=CC(=CC=C5)F)Cl. Drug 1: CNC(=O)C1=CC=CC=C1SC2=CC3=C(C=C2)C(=NN3)C=CC4=CC=CC=N4. Cell line: ACHN.